This data is from Forward reaction prediction with 1.9M reactions from USPTO patents (1976-2016). The task is: Predict the product of the given reaction. (1) Given the reactants [CH3:1][O:2][C:3](=[O:16])[C:4]1[CH:9]=[CH:8][C:7]([CH2:10][CH2:11][C:12](O)=O)=[C:6]([CH3:15])[CH:5]=1.C(Cl)(=O)C(Cl)=O.C[Si](C=[N+]=[N-])(C)C.C(O)(=O)CC(CC(O)=O)([C:34]([OH:36])=[O:35])O.C(N(CC)CC)C, predict the reaction product. The product is: [CH3:1][O:2][C:3](=[O:16])[C:4]1[CH:9]=[CH:8][C:7]([CH2:10][CH2:11][CH2:12][C:34]([OH:36])=[O:35])=[C:6]([CH3:15])[CH:5]=1. (2) Given the reactants Cl[C:2]1[C:3]2[Se:10][C:9]([C:11]([CH3:14])([CH3:13])[CH3:12])=[CH:8][C:4]=2[N:5]=[CH:6][N:7]=1.[NH2:15][C:16]1[CH:20]=[C:19]([C:21]([CH3:24])([CH3:23])[CH3:22])[Se:18][C:17]=1[C:25]([NH2:27])=[O:26].CN(C=O)C.[OH-].[Na+], predict the reaction product. The product is: [C:11]([C:9]1[Se:10][C:3]2[C:2]([NH:15][C:16]3[CH:20]=[C:19]([C:21]([CH3:24])([CH3:22])[CH3:23])[Se:18][C:17]=3[C:25]([NH2:27])=[O:26])=[N:7][CH:6]=[N:5][C:4]=2[CH:8]=1)([CH3:14])([CH3:13])[CH3:12].